This data is from CYP2C9 inhibition data for predicting drug metabolism from PubChem BioAssay. The task is: Regression/Classification. Given a drug SMILES string, predict its absorption, distribution, metabolism, or excretion properties. Task type varies by dataset: regression for continuous measurements (e.g., permeability, clearance, half-life) or binary classification for categorical outcomes (e.g., BBB penetration, CYP inhibition). Dataset: cyp2c9_veith. (1) The compound is CCCC1S/C(=N/N=C/c2ccc(OC)cc2)N(Cc2ccc(OC)cc2)C1=O. The result is 1 (inhibitor). (2) The molecule is Cc1ccc(S(=O)(=O)N2CCN(C(=O)CN3CCOCC3)C2)cc1. The result is 0 (non-inhibitor). (3) The compound is Cc1cc(NC(=O)c2cccc(F)c2)no1. The result is 0 (non-inhibitor). (4) The molecule is O=C(O)CCSc1ncnc2nc[nH]c12. The result is 0 (non-inhibitor). (5) The molecule is Cc1ccc2nc3nc4ccc[nH]c4cc3c2c1. The result is 0 (non-inhibitor). (6) The compound is O=C(N/N=C/c1c(Cl)cccc1Cl)c1cccc(F)c1. The result is 0 (non-inhibitor). (7) The molecule is N#CCCn1c(=O)c(-c2ccc(F)cc2)nc2cnc(OCc3ccccc3)nc21. The result is 0 (non-inhibitor).